From a dataset of Full USPTO retrosynthesis dataset with 1.9M reactions from patents (1976-2016). Predict the reactants needed to synthesize the given product. (1) Given the product [ClH:5].[Cl:5][C:6]1[CH:7]=[C:8]([C@@H:13]2[O:19][CH2:18][CH2:17][NH:16][CH2:15][C@H:14]2[CH2:27][N:28]2[CH:33]=[CH:32][CH:31]=[C:30]([C:34]3[NH:38][C:37](=[O:39])[O:36][N:35]=3)[C:29]2=[O:40])[CH:9]=[CH:10][C:11]=1[Cl:12], predict the reactants needed to synthesize it. The reactants are: Cl.C(O)C.[Cl:5][C:6]1[CH:7]=[C:8]([C@@H:13]2[O:19][CH2:18][CH2:17][N:16](C(OC(C)(C)C)=O)[CH2:15][C@H:14]2[CH2:27][N:28]2[CH:33]=[CH:32][CH:31]=[C:30]([C:34]3[NH:38][C:37](=[O:39])[O:36][N:35]=3)[C:29]2=[O:40])[CH:9]=[CH:10][C:11]=1[Cl:12]. (2) Given the product [Cl:12][C:13]1[CH:18]=[CH:17][CH:16]=[C:15]([Cl:19])[C:14]=1[C:20]([N:22]=[C:23]=[S:24])=[O:21].[Cl:12][C:13]1[CH:18]=[CH:17][CH:16]=[C:15]([Cl:19])[C:14]=1[C:20]([NH:22][C:23]([NH:44][C:43]1[CH:45]=[CH:46][C:40]([O:39][C:30]2[C:29]3[C:34](=[CH:35][C:36]([O:37][CH3:38])=[C:27]([O:26][CH3:25])[CH:28]=3)[N:33]=[CH:32][CH:31]=2)=[CH:41][C:42]=1[F:47])=[S:24])=[O:21], predict the reactants needed to synthesize it. The reactants are: ClC1C=CC=C(Cl)C=1C(Cl)=O.[Cl:12][C:13]1[CH:18]=[CH:17][CH:16]=[C:15]([Cl:19])[C:14]=1[C:20]([N:22]=[C:23]=[S:24])=[O:21].[CH3:25][O:26][C:27]1[CH:28]=[C:29]2[C:34](=[CH:35][C:36]=1[O:37][CH3:38])[N:33]=[CH:32][CH:31]=[C:30]2[O:39][C:40]1[CH:46]=[CH:45][C:43]([NH2:44])=[C:42]([F:47])[CH:41]=1.C1(C)C=CC=CC=1. (3) Given the product [Cl:1][C:2]1[C:7]([S:8]([CH3:11])(=[O:10])=[O:9])=[CH:6][C:5]([C:12]2[N:13]([C:33]([N:39]3[CH2:44][CH2:43][CH:42]([CH2:45][C:46]([NH2:48])=[O:47])[CH2:41][CH2:40]3)=[O:34])[C@@:14]([C:26]3[CH:31]=[CH:30][C:29]([Cl:32])=[CH:28][CH:27]=3)([CH3:25])[C@@:15]([C:18]3[CH:19]=[CH:20][C:21]([Cl:24])=[CH:22][CH:23]=3)([CH3:17])[N:16]=2)=[C:4]([O:36][CH2:37][CH3:38])[CH:3]=1, predict the reactants needed to synthesize it. The reactants are: [Cl:1][C:2]1[C:7]([S:8]([CH3:11])(=[O:10])=[O:9])=[CH:6][C:5]([C:12]2[N:13]([C:33](Cl)=[O:34])[C@@:14]([C:26]3[CH:31]=[CH:30][C:29]([Cl:32])=[CH:28][CH:27]=3)([CH3:25])[C@@:15]([C:18]3[CH:23]=[CH:22][C:21]([Cl:24])=[CH:20][CH:19]=3)([CH3:17])[N:16]=2)=[C:4]([O:36][CH2:37][CH3:38])[CH:3]=1.[NH:39]1[CH2:44][CH2:43][CH:42]([CH2:45][C:46]([NH2:48])=[O:47])[CH2:41][CH2:40]1. (4) Given the product [C:21](=[NH:20])([O:15][CH2:14][CH2:13][C:10]1[CH:11]=[CH:12][C:7]([O:6][C:5]2[C:16]([F:18])=[CH:17][C:2]([Cl:1])=[CH:3][C:4]=2[F:19])=[CH:8][CH:9]=1)[NH2:22], predict the reactants needed to synthesize it. The reactants are: [Cl:1][C:2]1[CH:17]=[C:16]([F:18])[C:5]([O:6][C:7]2[CH:12]=[CH:11][C:10]([CH2:13][CH2:14][OH:15])=[CH:9][CH:8]=2)=[C:4]([F:19])[CH:3]=1.[N:20]#[C:21][NH2:22].OS(C(F)(F)F)(=O)=O. (5) Given the product [CH:1]1([CH2:7][O:8][C:9]2[C:10]3[N:11]([C:15]([C:19]([NH:21][CH2:22][CH2:23][CH2:24][CH2:25][CH2:26][CH2:27][CH2:28][C:29]([OH:31])=[O:30])=[O:20])=[C:16]([CH3:18])[N:17]=3)[CH:12]=[CH:13][CH:14]=2)[CH2:2][CH2:3][CH2:4][CH2:5][CH2:6]1, predict the reactants needed to synthesize it. The reactants are: [CH:1]1([CH2:7][O:8][C:9]2[C:10]3[N:11]([C:15]([C:19]([NH:21][CH2:22][CH2:23][CH2:24][CH2:25][CH2:26][CH2:27][CH2:28][C:29]([O:31]C)=[O:30])=[O:20])=[C:16]([CH3:18])[N:17]=3)[CH:12]=[CH:13][CH:14]=2)[CH2:6][CH2:5][CH2:4][CH2:3][CH2:2]1.[OH-].[Li+].O.Cl.